Task: Regression. Given a peptide amino acid sequence and an MHC pseudo amino acid sequence, predict their binding affinity value. This is MHC class I binding data.. Dataset: Peptide-MHC class I binding affinity with 185,985 pairs from IEDB/IMGT The peptide sequence is IEELRRHLL. The MHC is HLA-B51:01 with pseudo-sequence HLA-B51:01. The binding affinity (normalized) is 0.